From a dataset of Catalyst prediction with 721,799 reactions and 888 catalyst types from USPTO. Predict which catalyst facilitates the given reaction. Reactant: C(=O)([O-])[O-].[Na+].[Na+].[NH3:7].Cl[C:9]1[C:14]([N+:15]([O-:17])=[O:16])=[CH:13][CH:12]=[C:11]([Cl:18])[N:10]=1. Product: [Cl:18][C:11]1[N:10]=[C:9]([NH2:7])[C:14]([N+:15]([O-:17])=[O:16])=[CH:13][CH:12]=1. The catalyst class is: 14.